Task: Predict the reactants needed to synthesize the given product.. Dataset: Full USPTO retrosynthesis dataset with 1.9M reactions from patents (1976-2016) (1) The reactants are: [CH2:1]=[C:2]([C:4]1[CH:5]=[C:6]2[C:10](=[CH:11][CH:12]=1)[NH:9][N:8]=[CH:7]2)[CH3:3].N1C2C(=CC=CC=2)C=N1. Given the product [CH:2]([C:4]1[CH:5]=[C:6]2[C:10](=[CH:11][CH:12]=1)[NH:9][N:8]=[CH:7]2)([CH3:3])[CH3:1], predict the reactants needed to synthesize it. (2) Given the product [CH2:18]([NH:25][N:26]=[C:7]([C:1]1[CH:6]=[CH:5][CH:4]=[CH:3][CH:2]=1)[C:9]1[O:10][C:11]([C:14]([O:16][CH3:17])=[O:15])=[CH:12][CH:13]=1)[C:19]1[CH:24]=[CH:23][CH:22]=[CH:21][CH:20]=1, predict the reactants needed to synthesize it. The reactants are: [C:1]1([C:7]([C:9]2[O:10][C:11]([C:14]([O:16][CH3:17])=[O:15])=[CH:12][CH:13]=2)=O)[CH:6]=[CH:5][CH:4]=[CH:3][CH:2]=1.[CH2:18]([NH:25][NH2:26])[C:19]1[CH:24]=[CH:23][CH:22]=[CH:21][CH:20]=1.C(O)(=O)C. (3) Given the product [O:2]=[C:3]1[NH:8][CH:7]=[C:6]([CH2:9][C:10]#[N:11])[CH:5]=[CH:4]1, predict the reactants needed to synthesize it. The reactants are: C[O:2][CH:3]1[NH:8][CH:7]=[C:6]([CH2:9][C:10]#[N:11])[CH:5]=[CH:4]1.Br. (4) Given the product [CH3:1][C:2]1[CH:3]=[CH:4][C:5]([OH:24])=[C:6]([C@@H:8]([C:18]2[CH:19]=[CH:20][CH:21]=[CH:22][CH:23]=2)[CH2:9][CH2:10][N:11]([CH:12]([CH3:14])[CH3:13])[CH:15]([CH3:16])[CH3:17])[CH:7]=1.[C:25]([O-:33])(=[O:32])[C:26]1[CH:31]=[CH:30][CH:29]=[CH:28][CH:27]=1, predict the reactants needed to synthesize it. The reactants are: [CH3:1][C:2]1[CH:3]=[CH:4][C:5]([OH:24])=[C:6]([C@@H:8]([C:18]2[CH:19]=[CH:20][CH:21]=[CH:22][CH:23]=2)[CH2:9][CH2:10][N:11]([CH:15]([CH3:17])[CH3:16])[CH:12]([CH3:14])[CH3:13])[CH:7]=1.[C:25]([OH:33])(=[O:32])[C:26]1[CH:31]=[CH:30][CH:29]=[CH:28][CH:27]=1. (5) Given the product [CH3:18][O:16][C:15](=[O:17])[CH2:14][C:11]1[CH:12]=[CH:13][C:8]2[N:7]=[CH:6][S:5][C:9]=2[CH:10]=1, predict the reactants needed to synthesize it. The reactants are: O=S(Cl)Cl.[S:5]1[C:9]2[CH:10]=[C:11]([CH2:14][C:15]([OH:17])=[O:16])[CH:12]=[CH:13][C:8]=2[N:7]=[CH:6]1.[CH3:18]O. (6) Given the product [CH:14]1([C:4]2([OH:13])[C:3]3[C:8](=[CH:9][C:10]([F:12])=[CH:11][C:2]=3[F:1])[O:7][CH2:6][CH2:5]2)[CH2:16][CH2:15]1, predict the reactants needed to synthesize it. The reactants are: [F:1][C:2]1[CH:11]=[C:10]([F:12])[CH:9]=[C:8]2[C:3]=1[C:4](=[O:13])[CH2:5][CH2:6][O:7]2.[CH:14]1([Mg]Br)[CH2:16][CH2:15]1.O. (7) Given the product [NH2:26][C:21]1[CH:22]=[CH:23][CH:24]=[CH:25][C:20]=1[C:19]([C:13]1[C:12]([NH:11][S:8]([C:5]2[CH:6]=[CH:7][C:2]([Cl:1])=[C:3]([C:30]([F:33])([F:32])[F:31])[CH:4]=2)(=[O:10])=[O:9])=[CH:17][C:16]([Cl:18])=[CH:15][N:14]=1)=[O:29], predict the reactants needed to synthesize it. The reactants are: [Cl:1][C:2]1[CH:7]=[CH:6][C:5]([S:8]([NH:11][C:12]2[C:13]([C:19](=[O:29])[C:20]3[CH:25]=[CH:24][CH:23]=[CH:22][C:21]=3[N+:26]([O-])=O)=[N:14][CH:15]=[C:16]([Cl:18])[CH:17]=2)(=[O:10])=[O:9])=[CH:4][C:3]=1[C:30]([F:33])([F:32])[F:31]. (8) Given the product [CH:24]([NH:27][C:19](=[O:21])[C:18]1[CH:22]=[CH:23][C:15]([NH:14][CH2:13][C:3]2[C:4]([C:7]3[CH:8]=[CH:9][CH:10]=[CH:11][CH:12]=3)=[N:5][O:6][C:2]=2[CH3:1])=[N:16][CH:17]=1)([CH3:26])[CH3:25], predict the reactants needed to synthesize it. The reactants are: [CH3:1][C:2]1[O:6][N:5]=[C:4]([C:7]2[CH:12]=[CH:11][CH:10]=[CH:9][CH:8]=2)[C:3]=1[CH2:13][NH:14][C:15]1[CH:23]=[CH:22][C:18]([C:19]([OH:21])=O)=[CH:17][N:16]=1.[CH:24]([NH2:27])([CH3:26])[CH3:25]. (9) The reactants are: Cl[C:2]1[CH:7]=[C:6]([CH2:8][C:9]([P:21](=[O:30])([O:26][CH:27]([CH3:29])[CH3:28])[O:22][CH:23]([CH3:25])[CH3:24])([P:11](=[O:20])([O:16][CH:17]([CH3:19])[CH3:18])[O:12][CH:13]([CH3:15])[CH3:14])[F:10])[CH:5]=[CH:4][N:3]=1.[NH:31]1[C:39]2[C:34](=[C:35](B(O)O)[CH:36]=[CH:37][CH:38]=2)[CH:33]=[N:32]1. Given the product [NH:31]1[C:39]2[C:34](=[C:35]([C:2]3[CH:7]=[C:6]([CH2:8][C:9]([P:21](=[O:30])([O:26][CH:27]([CH3:29])[CH3:28])[O:22][CH:23]([CH3:25])[CH3:24])([P:11](=[O:20])([O:16][CH:17]([CH3:19])[CH3:18])[O:12][CH:13]([CH3:15])[CH3:14])[F:10])[CH:5]=[CH:4][N:3]=3)[CH:36]=[CH:37][CH:38]=2)[CH:33]=[N:32]1, predict the reactants needed to synthesize it. (10) Given the product [F:41][C:11]1[CH:10]=[C:9]([C:4]2[C:3]([C:1]#[N:2])=[CH:8][CH:7]=[CH:6][CH:5]=2)[CH:14]=[CH:13][C:12]=1[CH2:15][C:16]1[C:21](=[O:22])[N:20]([C:23]2[CH:36]=[CH:35][C:26]([O:27][C:28]([CH3:33])([CH3:34])[CH2:29][OH:30])=[CH:25][CH:24]=2)[C:19]([CH3:37])=[N:18][C:17]=1[CH2:38][CH2:39][CH3:40], predict the reactants needed to synthesize it. The reactants are: [C:1]([C:3]1[CH:8]=[CH:7][CH:6]=[CH:5][C:4]=1[C:9]1[CH:14]=[CH:13][C:12]([CH2:15][C:16]2[C:21](=[O:22])[N:20]([C:23]3[CH:36]=[CH:35][C:26]([O:27][C:28]([CH3:34])([CH3:33])[C:29](OC)=[O:30])=[CH:25][CH:24]=3)[C:19]([CH3:37])=[N:18][C:17]=2[CH2:38][CH2:39][CH3:40])=[C:11]([F:41])[CH:10]=1)#[N:2].[BH4-].[Li+].C(OCC)(=O)C.O.